This data is from Ames mutagenicity test results for genotoxicity prediction. The task is: Regression/Classification. Given a drug SMILES string, predict its toxicity properties. Task type varies by dataset: regression for continuous values (e.g., LD50, hERG inhibition percentage) or binary classification for toxic/non-toxic outcomes (e.g., AMES mutagenicity, cardiotoxicity, hepatotoxicity). Dataset: ames. (1) The compound is CC(=O)N(O)c1ccc(Oc2ccc(Cl)cc2Cl)cc1. The result is 1 (mutagenic). (2) The compound is CCCC=[N+]([O-])O. The result is 0 (non-mutagenic).